Dataset: Reaction yield outcomes from USPTO patents with 853,638 reactions. Task: Predict the reaction yield, written as a fraction of the theoretical maximum amount of product (1.0 means a 100% yield; for example, 0.34 means a 34% yield). The reactants are [Cl:1][C:2]1[CH:36]=[CH:35][C:5]([CH2:6][N:7]2[C:12](=[N:13]CC3C=CC(OC)=CC=3OC)[N:11]([CH3:25])[C:10](=[O:26])[N:9]([CH2:27][C@@H:28]([C:30]([O:32][CH3:33])=[O:31])[CH3:29])[C:8]2=[O:34])=[CH:4][CH:3]=1. The catalyst is FC(F)(F)C(O)=O. The product is [NH2:13][C@@H:12]1[N:7]([CH2:6][C:5]2[CH:4]=[CH:3][C:2]([Cl:1])=[CH:36][CH:35]=2)[C:8](=[O:34])[N:9]([CH2:27][CH:28]([C:30]([O:32][CH3:33])=[O:31])[CH3:29])[C:10](=[O:26])[N:11]1[CH3:25]. The yield is 0.990.